This data is from Reaction yield outcomes from USPTO patents with 853,638 reactions. The task is: Predict the reaction yield, written as a fraction of the theoretical maximum amount of product (1.0 means a 100% yield; for example, 0.34 means a 34% yield). (1) The reactants are Cl[C:2]1[CH:19]=[C:18]([N:20]2[CH2:25][CH2:24][N:23]([C:26]3[CH:31]=[CH:30][CH:29]=[CH:28][C:27]=3[CH3:32])[CH2:22][CH2:21]2)[C:17]([N+:33]([O-:35])=[O:34])=[CH:16][C:3]=1[C:4]([NH:6][CH2:7][CH2:8][CH2:9][N:10]1[CH2:14][CH2:13][CH2:12][C:11]1=[O:15])=[O:5].P([O-])([O-])([O-])=O.[K+].[K+].[K+].[CH:44]1(P(C2CCCCC2)C2CCCCC2)CCCC[CH2:45]1.C([Sn](CCCC)(CCCC)C=C)CCC. The catalyst is O1CCOCC1.O.C(OCC)(=O)C.C([O-])(=O)C.[Pd+2].C([O-])(=O)C.C(OCC)(=O)C.CO. The product is [N+:33]([C:17]1[C:18]([N:20]2[CH2:25][CH2:24][N:23]([C:26]3[CH:31]=[CH:30][CH:29]=[CH:28][C:27]=3[CH3:32])[CH2:22][CH2:21]2)=[CH:19][C:2]([CH:44]=[CH2:45])=[C:3]([CH:16]=1)[C:4]([NH:6][CH2:7][CH2:8][CH2:9][N:10]1[CH2:14][CH2:13][CH2:12][C:11]1=[O:15])=[O:5])([O-:35])=[O:34]. The yield is 0.104. (2) The reactants are [OH-].[Na+].[CH3:3][O:4][C:5]1[CH:10]=[CH:9][C:8]([C:11]2[C:24](=[O:25])[C:23]3[C:14](=[C:15]([O:26][CH2:27][CH2:28][CH3:29])[CH:16]=[C:17]4[C:22]=3[O:21][CH2:20][CH2:19][CH2:18]4)[N:13]([CH2:30][C:31]([O:33]CC)=[O:32])[CH:12]=2)=[CH:7][CH:6]=1. The catalyst is C(O)C. The product is [CH3:3][O:4][C:5]1[CH:10]=[CH:9][C:8]([C:11]2[C:24](=[O:25])[C:23]3[C:14](=[C:15]([O:26][CH2:27][CH2:28][CH3:29])[CH:16]=[C:17]4[C:22]=3[O:21][CH2:20][CH2:19][CH2:18]4)[N:13]([CH2:30][C:31]([OH:33])=[O:32])[CH:12]=2)=[CH:7][CH:6]=1. The yield is 0.880. (3) The reactants are [CH3:1][O:2][C:3]1[CH:8]=[CH:7][C:6](B(O)O)=[CH:5][CH:4]=1.Br[C:13]1[CH:14]=[C:15]([CH:17]=[CH:18][CH:19]=1)[NH2:16].C([O-])([O-])=O.[Na+].[Na+]. The catalyst is COCCOC.C1C=CC([P]([Pd]([P](C2C=CC=CC=2)(C2C=CC=CC=2)C2C=CC=CC=2)([P](C2C=CC=CC=2)(C2C=CC=CC=2)C2C=CC=CC=2)[P](C2C=CC=CC=2)(C2C=CC=CC=2)C2C=CC=CC=2)(C2C=CC=CC=2)C2C=CC=CC=2)=CC=1. The product is [CH3:1][O:2][C:3]1[CH:8]=[CH:7][C:6]([C:13]2[CH:19]=[CH:18][CH:17]=[C:15]([NH2:16])[CH:14]=2)=[CH:5][CH:4]=1. The yield is 0.680. (4) The catalyst is CC(C)=O.O. The yield is 0.690. The reactants are [CH:1]([N:4]1[C:8]([C:9]2[CH:14]=[CH:13][N:12]=[C:11]([NH:15][C:16]3[CH:21]=[CH:20][C:19](SC)=[CH:18][N:17]=3)[N:10]=2)=[CH:7][N:6]=[C:5]1[CH3:24])([CH3:3])[CH3:2].[S:25]([O-:30])(O[O-])(=O)=[O:26].[K+].[K+].S(=O)(O)[O-].[Na+].[CH3:38]O. The product is [CH:1]([N:4]1[C:8]([C:9]2[CH:14]=[CH:13][N:12]=[C:11]([NH:15][C:16]3[CH:21]=[CH:20][C:19]([S:25]([CH3:38])(=[O:30])=[O:26])=[CH:18][N:17]=3)[N:10]=2)=[CH:7][N:6]=[C:5]1[CH3:24])([CH3:3])[CH3:2]. (5) The reactants are C(OC(=O)[NH:10][C:11]1[C:12](=[O:25])[N:13]([CH2:21][CH2:22][CH2:23][CH3:24])[C:14]2[CH2:15][CH2:16][CH2:17][CH2:18][C:19]=2[CH:20]=1)C1C=CC=CC=1.[C:27]([OH:30])(=[O:29])[CH3:28]. The catalyst is CO.[Pd]. The product is [C:27]([OH:30])(=[O:29])[CH3:28].[NH2:10][C:11]1[C:12](=[O:25])[N:13]([CH2:21][CH2:22][CH2:23][CH3:24])[C:14]2[CH2:15][CH2:16][CH2:17][CH2:18][C:19]=2[CH:20]=1. The yield is 0.760. (6) The reactants are [OH:1][CH2:2][C:3]1[N:4]=[C:5]([C:8]([O:10]CC)=O)[S:6][CH:7]=1.[NH2:13][CH2:14][C:15]([CH3:18])([OH:17])[CH3:16].O. The catalyst is C1(C)C=CC=CC=1. The product is [OH:17][C:15]([CH3:18])([CH3:16])[CH2:14][NH:13][C:8]([C:5]1[S:6][CH:7]=[C:3]([CH2:2][OH:1])[N:4]=1)=[O:10]. The yield is 0.730. (7) The reactants are CCN(C(C)C)C(C)C.OC(C(F)(F)F)=O.[O:17]=[C:18]([N:35]1[CH2:40][CH2:39][NH:38][CH2:37][CH2:36]1)[CH2:19][NH:20][C:21]([C:23]1[CH:28]=[CH:27][C:26]([C:29]2[CH:34]=[CH:33][CH:32]=[CH:31][CH:30]=2)=[CH:25][CH:24]=1)=[O:22].C1C=CC2N(O)N=NC=2C=1.CCN=C=NCCCN(C)C.Cl.[F:63][C:64]1[CH:72]=[CH:71][C:67]([C:68](O)=[O:69])=[CH:66][CH:65]=1. The catalyst is CN(C=O)C.O. The product is [F:63][C:64]1[CH:72]=[CH:71][C:67]([C:68]([N:38]2[CH2:39][CH2:40][N:35]([C:18](=[O:17])[CH2:19][NH:20][C:21]([C:23]3[CH:24]=[CH:25][C:26]([C:29]4[CH:34]=[CH:33][CH:32]=[CH:31][CH:30]=4)=[CH:27][CH:28]=3)=[O:22])[CH2:36][CH2:37]2)=[O:69])=[CH:66][CH:65]=1. The yield is 0.467. (8) The reactants are C1(C[N:8]2[CH2:13][CH2:12][N:11](CC3C=CC=CC=3)[CH2:10][CH:9]2[C:21]2([OH:32])[CH2:24][N:23]([C:25]([O:27][C:28]([CH3:31])([CH3:30])[CH3:29])=[O:26])[CH2:22]2)C=CC=CC=1.[H][H]. The catalyst is CO.[Pd]. The product is [OH:32][C:21]1([CH:9]2[CH2:10][NH:11][CH2:12][CH2:13][NH:8]2)[CH2:22][N:23]([C:25]([O:27][C:28]([CH3:31])([CH3:30])[CH3:29])=[O:26])[CH2:24]1. The yield is 0.950. (9) The reactants are C(O[C:4](=[O:15])[CH:5]([CH3:14])[C:6](=[O:13])[CH2:7][C:8]([O:10][CH2:11][CH3:12])=[O:9])C.C(OC(O[CH2:22][CH3:23])=C)C.[CH3:24][NH2:25]. The catalyst is C(OCC)C.C[O-].[Na+]. The product is [CH2:11]([O:10][C:8]([C:7]1[C:6]([OH:13])=[C:5]([CH3:14])[C:4](=[O:15])[N:25]([CH3:24])[C:22]=1[CH3:23])=[O:9])[CH3:12]. The yield is 0.340. (10) The reactants are [CH3:1][C:2]([C:4]1[CH:9]=[CH:8][C:7]([NH2:10])=[CH:6][CH:5]=1)=[O:3].[S-:11][C:12]#[N:13].[K+].BrBr.[NH4+].[OH-]. The catalyst is C(O)(=O)C.O. The product is [NH2:13][C:12]1[S:11][C:6]2[CH:5]=[C:4]([C:2](=[O:3])[CH3:1])[CH:9]=[CH:8][C:7]=2[N:10]=1. The yield is 0.760.